From a dataset of Forward reaction prediction with 1.9M reactions from USPTO patents (1976-2016). Predict the product of the given reaction. (1) Given the reactants C[O:2][C:3]([C:5]1[C:9]([NH:10][C:11](=[O:20])[C:12]2[C:17]([Cl:18])=[CH:16][CH:15]=[CH:14][C:13]=2[Cl:19])=[CH:8][NH:7][N:6]=1)=[O:4].[OH-].[Na+], predict the reaction product. The product is: [Cl:18][C:17]1[CH:16]=[CH:15][CH:14]=[C:13]([Cl:19])[C:12]=1[C:11]([NH:10][C:9]1[C:5]([C:3]([OH:4])=[O:2])=[N:6][NH:7][CH:8]=1)=[O:20]. (2) Given the reactants [NH2:1][C@H:2]1[CH2:6][CH2:5][N:4]([C:7]2[N:15]=[C:14]3[C:10]([N:11]=[CH:12][N:13]3[CH:16]([CH3:18])[CH3:17])=[C:9]([NH:19][C:20]3[CH:25]=[CH:24][C:23]([N:26]4[CH2:31][CH2:30][N:29]([CH3:32])[CH2:28][CH2:27]4)=[CH:22][CH:21]=3)[N:8]=2)[CH2:3]1.[C:33]([OH:38])([CH2:36][CH3:37])(C)C.C([O-])(O)=O.[Na+].C(Cl)(=O)C=C, predict the reaction product. The product is: [CH:16]([N:13]1[CH:12]=[N:11][C:10]2[C:14]1=[N:15][C:7]([N:4]1[CH2:5][CH2:6][C@H:2]([NH:1][C:33](=[O:38])[CH:36]=[CH2:37])[CH2:3]1)=[N:8][C:9]=2[NH:19][C:20]1[CH:21]=[CH:22][C:23]([N:26]2[CH2:31][CH2:30][N:29]([CH3:32])[CH2:28][CH2:27]2)=[CH:24][CH:25]=1)([CH3:18])[CH3:17]. (3) Given the reactants [OH:1][B:2]1[C:6]2[CH:7]=[C:8]([O:11][C:12]3[CH:19]=[CH:18][C:15]([C:16]#[N:17])=[CH:14][N:13]=3)[CH:9]=[CH:10][C:5]=2[CH2:4][O:3]1.[O:20]1CCOCC1.[OH-].[Na+].Cl, predict the reaction product. The product is: [OH:1][B:2]1[C:6]2[CH:7]=[C:8]([O:11][C:12]3[CH:19]=[CH:18][C:15]([C:16]([NH2:17])=[O:20])=[CH:14][N:13]=3)[CH:9]=[CH:10][C:5]=2[CH2:4][O:3]1. (4) Given the reactants [Br:1][C:2]1[CH:3]=[N:4][CH:5]=[CH:6][C:7]=1/[CH:8]=[C:9]1/[C:10](=[O:21])[C:11]2[C:16]([CH2:17][CH2:18]/1)=[CH:15][C:14]([O:19][CH3:20])=[CH:13][CH:12]=2, predict the reaction product. The product is: [Br:1][C:2]1[CH:3]=[N:4][CH:5]=[CH:6][C:7]=1[CH2:8][CH:9]1[CH2:18][CH2:17][C:16]2[C:11](=[CH:12][CH:13]=[C:14]([O:19][CH3:20])[CH:15]=2)[C:10]1=[O:21].